From a dataset of Reaction yield outcomes from USPTO patents with 853,638 reactions. Predict the reaction yield, written as a fraction of the theoretical maximum amount of product (1.0 means a 100% yield; for example, 0.34 means a 34% yield). (1) The reactants are [N:1]1([C:7]2[N:15]=[C:14]3[C:10]([N:11]=[CH:12][N:13]3[CH2:16][C:17]3[CH:22]=[CH:21][C:20]([N+:23]([O-])=O)=[CH:19][CH:18]=3)=[C:9]([C:26]3[CH:27]=[C:28]([OH:32])[CH:29]=[CH:30][CH:31]=3)[N:8]=2)[CH2:6][CH2:5][O:4][CH2:3][CH2:2]1.[Sn](Cl)Cl. The catalyst is CO.C(O)(=O)C. The product is [NH2:23][C:20]1[CH:19]=[CH:18][C:17]([CH2:16][N:13]2[CH:12]=[N:11][C:10]3[C:14]2=[N:15][C:7]([N:1]2[CH2:2][CH2:3][O:4][CH2:5][CH2:6]2)=[N:8][C:9]=3[C:26]2[CH:27]=[C:28]([OH:32])[CH:29]=[CH:30][CH:31]=2)=[CH:22][CH:21]=1. The yield is 0.690. (2) The reactants are [O:1]1[CH2:5][CH2:4][CH2:3][CH2:2]1.B.CC(=C(C)C)C.C=C1C[C@@H:17]2[CH2:18][N:19]([C:21]([O:23][C:24]([CH3:27])([CH3:26])[CH3:25])=[O:22])[CH2:20][C@@H:16]2C1.[OH-].[Na+].OO. The catalyst is O1CCCC1. The product is [OH:1][CH2:5][CH:4]1[CH2:16][C@@H:17]2[CH2:18][N:19]([C:21]([O:23][C:24]([CH3:27])([CH3:26])[CH3:25])=[O:22])[CH2:20][C@@H:2]2[CH2:3]1. The yield is 0.950. (3) The reactants are C(OC([N:11]1[CH2:16][CH2:15][CH:14]([C:17](=[O:34])[NH:18][C:19]2[CH:24]=[C:23]([C:25]3[CH:30]=[CH:29][C:28]([F:31])=[CH:27][C:26]=3[O:32][CH3:33])[N:22]=[CH:21][N:20]=2)[CH2:13][CH2:12]1)=O)C1C=CC=CC=1. The catalyst is CO.[Pd]. The product is [F:31][C:28]1[CH:29]=[CH:30][C:25]([C:23]2[N:22]=[CH:21][N:20]=[C:19]([NH:18][C:17]([CH:14]3[CH2:15][CH2:16][NH:11][CH2:12][CH2:13]3)=[O:34])[CH:24]=2)=[C:26]([O:32][CH3:33])[CH:27]=1. The yield is 0.760.